Task: Predict the reactants needed to synthesize the given product.. Dataset: Full USPTO retrosynthesis dataset with 1.9M reactions from patents (1976-2016) (1) The reactants are: C[O:2][C:3]([C:5]1[S:6][C:7]([CH3:23])=[C:8]([C:10]2[CH:11]=[N:12][N:13]3[CH:18]=[C:17]([O:19][CH:20]([F:22])[F:21])[CH:16]=[N:15][C:14]=23)[CH:9]=1)=[O:4].[OH-].[K+].CO.Cl. Given the product [F:22][CH:20]([F:21])[O:19][C:17]1[CH:16]=[N:15][C:14]2[N:13]([N:12]=[CH:11][C:10]=2[C:8]2[CH:9]=[C:5]([C:3]([OH:4])=[O:2])[S:6][C:7]=2[CH3:23])[CH:18]=1, predict the reactants needed to synthesize it. (2) Given the product [Cl:14][C:15]1[C:24]2[C:19](=[CH:20][C:21]([C:25]([F:28])([F:27])[F:26])=[CH:22][CH:23]=2)[N:18]([CH2:29][CH:30]=[O:31])[C:17](=[O:32])[CH:16]=1, predict the reactants needed to synthesize it. The reactants are: ClCCl.C(Cl)(=O)C(Cl)=O.CS(C)=O.[Cl:14][C:15]1[C:24]2[C:19](=[CH:20][C:21]([C:25]([F:28])([F:27])[F:26])=[CH:22][CH:23]=2)[N:18]([CH2:29][CH2:30][OH:31])[C:17](=[O:32])[CH:16]=1. (3) Given the product [C:13]([O:12][C:10]([N:9]1[C:4]2[CH:3]=[C:2]([Br:1])[CH:7]=[CH:6][C:5]=2[O:8][CH2:19][CH2:18]1)=[O:11])([CH3:16])([CH3:15])[CH3:14], predict the reactants needed to synthesize it. The reactants are: [Br:1][C:2]1[CH:7]=[CH:6][C:5]([OH:8])=[C:4]([NH:9][C:10]([O:12][C:13]([CH3:16])([CH3:15])[CH3:14])=[O:11])[CH:3]=1.Br[CH2:18][CH2:19]Br.C(=O)([O-])[O-].[K+].[K+].